This data is from Reaction yield outcomes from USPTO patents with 853,638 reactions. The task is: Predict the reaction yield, written as a fraction of the theoretical maximum amount of product (1.0 means a 100% yield; for example, 0.34 means a 34% yield). (1) The reactants are [C:1](OC(=O)C)(=[O:3])[CH3:2].[NH2:8][C@H:9]1[CH2:13][CH2:12][C@@H:11]([C:14]([O:16][CH3:17])=[O:15])[CH2:10]1. The catalyst is N1C=CC=CC=1. The product is [C:1]([NH:8][C@H:9]1[CH2:13][CH2:12][C@@H:11]([C:14]([O:16][CH3:17])=[O:15])[CH2:10]1)(=[O:3])[CH3:2]. The yield is 0.690. (2) The reactants are [CH:1]([N:14]1[C:22]2[C:17](=[CH:18][C:19]([Cl:23])=[CH:20][CH:21]=2)[C:16]([CH2:24][CH2:25][S:26]([C:29]2C=CC(C3C=C(C=CC=3)C(OC)=O)=[CH:31][CH:30]=2)(=[O:28])=[O:27])=[C:15]1[CH2:45][CH2:46][NH:47][S:48]([CH2:51][C:52]1[CH:57]=[CH:56][CH:55]=[CH:54][C:53]=1[Cl:58])(=[O:50])=[O:49])([C:8]1[CH:13]=[CH:12][CH:11]=[CH:10][CH:9]=1)[C:2]1[CH:7]=[CH:6][CH:5]=[CH:4][CH:3]=1.[CH2:59]1[CH2:63][O:62][CH2:61][CH2:60]1.[OH-:64].[Na+]. The catalyst is CO. The product is [CH:1]([N:14]1[C:22]2[C:17](=[CH:18][C:19]([Cl:23])=[CH:20][CH:21]=2)[C:16]([CH2:24][CH2:25][S:26]([C:29]2[CH:30]=[CH:31][C:60]([C:61]([OH:64])=[O:62])=[CH:59][CH:63]=2)(=[O:28])=[O:27])=[C:15]1[CH2:45][CH2:46][NH:47][S:48]([CH2:51][C:52]1[CH:57]=[CH:56][CH:55]=[CH:54][C:53]=1[Cl:58])(=[O:50])=[O:49])([C:8]1[CH:9]=[CH:10][CH:11]=[CH:12][CH:13]=1)[C:2]1[CH:7]=[CH:6][CH:5]=[CH:4][CH:3]=1. The yield is 0.800.